This data is from Forward reaction prediction with 1.9M reactions from USPTO patents (1976-2016). The task is: Predict the product of the given reaction. (1) Given the reactants [Cl:1][C:2]1[CH:10]=[CH:9][CH:8]=[C:7]([Cl:11])[C:3]=1[CH:4]=[N:5][OH:6].ClN1C(=O)CCC1=O.[CH:20]1([C:24](=O)[CH2:25][C:26]([O:28][CH2:29][CH3:30])=[O:27])[CH2:23][CH2:22][CH2:21]1.[O-]CC.[Na+], predict the reaction product. The product is: [CH:20]1([C:24]2[O:6][N:5]=[C:4]([C:3]3[C:2]([Cl:1])=[CH:10][CH:9]=[CH:8][C:7]=3[Cl:11])[C:25]=2[C:26]([O:28][CH2:29][CH3:30])=[O:27])[CH2:21][CH2:22][CH2:23]1. (2) Given the reactants [Cl:1][C:2]1[C:7](=[O:8])[NH:6][CH:5]=[C:4]([C:9]([OH:11])=[O:10])[CH:3]=1.OS(O)(=O)=O.[CH3:17]O, predict the reaction product. The product is: [Cl:1][C:2]1[C:7](=[O:8])[NH:6][CH:5]=[C:4]([C:9]([O:11][CH3:17])=[O:10])[CH:3]=1. (3) The product is: [F:11][C:2]([F:1])([F:10])[C:3]1[CH:8]=[CH:7][N:6]=[C:5]([O:9][CH2:44][C:45]2[S:46][C:47]3[C:53]([C:54]4[CH:55]=[C:56]([CH:62]=[CH:63][CH:64]=4)[C:57]([O:59][CH2:60][CH3:61])=[O:58])=[CH:52][CH:51]=[CH:50][C:48]=3[CH:49]=2)[CH:4]=1. Given the reactants [F:1][C:2]([F:11])([F:10])[C:3]1[CH:8]=[CH:7][N:6]=[C:5]([OH:9])[CH:4]=1.C1(P(C2C=CC=CC=2)C2C=CC=CC=2)C=CC=CC=1.N(C(OCC)=O)=NC(OCC)=O.O[CH2:44][C:45]1[S:46][C:47]2[C:53]([C:54]3[CH:55]=[C:56]([CH:62]=[CH:63][CH:64]=3)[C:57]([O:59][CH2:60][CH3:61])=[O:58])=[CH:52][CH:51]=[CH:50][C:48]=2[CH:49]=1, predict the reaction product. (4) The product is: [C@:1]12([CH3:30])[C:7]([CH3:8])([CH3:9])[CH:4]([CH2:5][CH2:6]1)[CH2:3][CH:2]2[C:10]([O:12][C@@H:13]([C:18]1[CH:23]=[C:22]([O:24][CH3:25])[C:21]([I:26])=[CH:20][C:19]=1[N+:27]([O-:29])=[O:28])[C:14]([CH3:15])([CH3:16])[CH3:17])=[O:11]. Given the reactants [C@:1]12([CH3:30])[C:7]([CH3:9])([CH3:8])[CH:4]([CH2:5][CH2:6]1)[CH2:3][CH:2]2[C:10]([O:12][CH:13]([C:18]1[CH:23]=[C:22]([O:24][CH3:25])[C:21]([I:26])=[CH:20][C:19]=1[N+:27]([O-:29])=[O:28])[C:14]([CH3:17])([CH3:16])[CH3:15])=[O:11], predict the reaction product.